Dataset: Catalyst prediction with 721,799 reactions and 888 catalyst types from USPTO. Task: Predict which catalyst facilitates the given reaction. (1) Reactant: [H-].[H-].[H-].[H-].[Li+].[Al+3].[Cl:7][C:8]1[CH:9]=[C:10]([OH:17])[C:11](=[CH:15][CH:16]=1)[C:12](O)=[O:13].O.Cl. Product: [Cl:7][C:8]1[CH:16]=[CH:15][C:11]([CH2:12][OH:13])=[C:10]([OH:17])[CH:9]=1. The catalyst class is: 56. (2) Reactant: [Cl:1][CH:2]([Cl:31])[C:3]([NH:5][C@H:6]([CH2:29][F:30])[C@@H:7]([C:9]1[CH:14]=[CH:13][C:12]([C:15]2[S:19][C:18]([CH2:20][NH:21]C(=O)OC(C)(C)C)=[N:17][N:16]=2)=[CH:11][CH:10]=1)[OH:8])=[O:4].FC(F)(F)C(O)=O. Product: [NH2:21][CH2:20][C:18]1[S:19][C:15]([C:12]2[CH:13]=[CH:14][C:9]([C@@H:7]([OH:8])[C@H:6]([NH:5][C:3](=[O:4])[CH:2]([Cl:1])[Cl:31])[CH2:29][F:30])=[CH:10][CH:11]=2)=[N:16][N:17]=1. The catalyst class is: 2. (3) Reactant: Br[C:2]1[CH:3]=[C:4]([C:20]([O:22][CH3:23])=[O:21])[C:5]2[CH2:6][CH2:7][N:8]([CH:13]([CH2:17][CH2:18][CH3:19])[CH2:14][CH2:15][CH3:16])[C:9](=[O:12])[C:10]=2[CH:11]=1.C(=O)(O)[O-].[Na+]. Product: [C:9]([C:10]1[CH:11]=[CH:2][CH:3]=[CH:4][C:5]=1[C:2]1[CH:3]=[C:4]([C:20]([O:22][CH3:23])=[O:21])[C:5]2[CH2:6][CH2:7][N:8]([CH:13]([CH2:17][CH2:18][CH3:19])[CH2:14][CH2:15][CH3:16])[C:9](=[O:12])[C:10]=2[CH:11]=1)#[N:8]. The catalyst class is: 38. (4) Reactant: C(=O)([O-])[O-].[K+].[K+].[Cl:7][C:8]1[N:13]=[C:12](Cl)[C:11]([Cl:15])=[CH:10][N:9]=1.[F:16][C:17]([F:21])([F:20])[CH2:18][NH2:19]. Product: [Cl:7][C:8]1[N:13]=[C:12]([NH:19][CH2:18][C:17]([F:21])([F:20])[F:16])[C:11]([Cl:15])=[CH:10][N:9]=1. The catalyst class is: 10. (5) Reactant: [CH2:1]([O:3][CH2:4][C:5]1[N:6]([N:18]=[CH:19][CH2:20][CH2:21][NH:22][C:23](=[O:29])[O:24][C:25]([CH3:28])([CH3:27])[CH3:26])[C:7]2[C:16]3[CH:15]=[CH:14][CH:13]=[CH:12][C:11]=3[N:10]=[CH:9][C:8]=2[N:17]=1)[CH3:2].[BH4-].[Na+].C(Cl)(Cl)Cl. Product: [NH4+:6].[OH-:3].[CH2:1]([O:3][CH2:4][C:5]1[N:6]([NH:18][CH2:19][CH2:20][CH2:21][NH:22][C:23](=[O:29])[O:24][C:25]([CH3:28])([CH3:27])[CH3:26])[C:7]2[C:16]3[CH:15]=[CH:14][CH:13]=[CH:12][C:11]=3[N:10]=[CH:9][C:8]=2[N:17]=1)[CH3:2]. The catalyst class is: 5. (6) Reactant: [Cl:1][C:2]1[CH:7]=[CH:6][C:5]([CH:8]2[CH:13]([CH2:14][CH2:15][CH3:16])[CH2:12][NH:11][CH2:10][CH:9]2[OH:17])=[CH:4][CH:3]=1.C(N(CC)CC)C.[C:25](O[C:25]([O:27][C:28]([CH3:31])([CH3:30])[CH3:29])=[O:26])([O:27][C:28]([CH3:31])([CH3:30])[CH3:29])=[O:26]. Product: [Cl:1][C:2]1[CH:7]=[CH:6][C:5]([CH:8]2[CH:13]([CH2:14][CH2:15][CH3:16])[CH2:12][N:11]([C:25]([O:27][C:28]([CH3:31])([CH3:30])[CH3:29])=[O:26])[CH2:10][CH:9]2[OH:17])=[CH:4][CH:3]=1. The catalyst class is: 9. (7) Reactant: [C:1]([N:11]1[CH2:14][C:13]([CH3:30])([C:15]2[CH:20]=[CH:19][C:18]([N:21]3[CH2:25][C@@H:24]([CH2:26][NH2:27])[O:23][C:22]3=[O:28])=[CH:17][C:16]=2[F:29])[CH2:12]1)([O:3][CH2:4][C:5]1[CH:10]=[CH:9][CH:8]=[CH:7][CH:6]=1)=[O:2].N1C=CC=CC=1.[C:37](OC(=O)C)(=[O:39])[CH3:38]. Product: [F:29][C:16]1[CH:17]=[C:18]([N:21]2[CH2:25][C@H:24]([CH2:26][NH:27][C:37](=[O:39])[CH3:38])[O:23][C:22]2=[O:28])[CH:19]=[CH:20][C:15]=1[C:13]1([CH3:30])[CH2:14][N:11]([C:1]([O:3][CH2:4][C:5]2[CH:10]=[CH:9][CH:8]=[CH:7][CH:6]=2)=[O:2])[CH2:12]1. The catalyst class is: 4. (8) Reactant: C([Li])CCC.CCCCCC.[C:12]([C:18]1[N:19]=[CH:20][N:21]2[CH:25]=[CH:24][S:23][C:22]=12)(=[O:17])[C:13]([CH3:16])([CH3:15])[CH3:14].[CH2:26]([Sn:30](Cl)([CH2:35][CH2:36][CH2:37][CH3:38])[CH2:31][CH2:32][CH2:33][CH3:34])[CH2:27][CH2:28][CH3:29].[Cl-].[NH4+]. Product: [C:12]([C:18]1[N:19]=[CH:20][N:21]2[CH:25]=[C:24]([Sn:30]([CH2:31][CH2:32][CH2:33][CH3:34])([CH2:35][CH2:36][CH2:37][CH3:38])[CH2:26][CH2:27][CH2:28][CH3:29])[S:23][C:22]=12)(=[O:17])[C:13]([CH3:16])([CH3:15])[CH3:14]. The catalyst class is: 56.